From a dataset of Full USPTO retrosynthesis dataset with 1.9M reactions from patents (1976-2016). Predict the reactants needed to synthesize the given product. (1) The reactants are: Cl[C:2]1[CH:3]=[C:4]([C:17]2[N:22]=[C:21]([CH3:23])[N:20]=[C:19]([N:24]([CH2:34][C:35]3[CH:40]=[CH:39][C:38]([O:41][CH3:42])=[CH:37][CH:36]=3)[CH2:25][C:26]3[CH:31]=[CH:30][C:29]([O:32][CH3:33])=[CH:28][CH:27]=3)[N:18]=2)[C:5]([NH:8][C:9]2[CH:10]=[N:11][C:12]([O:15][CH3:16])=[CH:13][CH:14]=2)=[N:6][CH:7]=1.C1(P(C2CCCCC2)C2C=CC=CC=2C2C(CCC)=CC(CCC)=CC=2CCC)CCCCC1.C(=O)([O-])[O-].[Cs+].[Cs+].[B-](F)(F)(F)[CH2:84][N:85]1[CH2:90][CH2:89][N:88]([CH3:91])[CH2:87][CH2:86]1.[K+]. Given the product [CH3:33][O:32][C:29]1[CH:30]=[CH:31][C:26]([CH2:25][N:24]([CH2:34][C:35]2[CH:40]=[CH:39][C:38]([O:41][CH3:42])=[CH:37][CH:36]=2)[C:19]2[N:18]=[C:17]([C:4]3[C:5]([NH:8][C:9]4[CH:10]=[N:11][C:12]([O:15][CH3:16])=[CH:13][CH:14]=4)=[N:6][CH:7]=[C:2]([CH2:84][N:85]4[CH2:90][CH2:89][N:88]([CH3:91])[CH2:87][CH2:86]4)[CH:3]=3)[N:22]=[C:21]([CH3:23])[N:20]=2)=[CH:27][CH:28]=1, predict the reactants needed to synthesize it. (2) Given the product [NH2:31][C:32]1([C@@H:35]2[CH2:39][CH2:38][N:37]([C:4]3[C:3]([C:1]#[N:2])=[C:12]4[C:7]([C:8](=[O:22])[C:9]([C:17]([OH:19])=[O:18])=[CH:10][N:11]4[C@@H:13]4[CH2:15][C@@H:14]4[F:16])=[CH:6][CH:5]=3)[CH2:36]2)[CH2:34][CH2:33]1, predict the reactants needed to synthesize it. The reactants are: [C:1]([C:3]1[C:4](F)=[CH:5][CH:6]=[C:7]2[C:12]=1[N:11]([C@@H:13]1[CH2:15][C@@H:14]1[F:16])[CH:10]=[C:9]([C:17]([O:19]CC)=[O:18])[C:8]2=[O:22])#[N:2].C(OC([NH:31][C:32]1([C@@H:35]2[CH2:39][CH2:38][NH:37][CH2:36]2)[CH2:34][CH2:33]1)=O)(C)(C)C.N12CCN(CC1)CC2.